Task: Predict the product of the given reaction.. Dataset: Forward reaction prediction with 1.9M reactions from USPTO patents (1976-2016) (1) Given the reactants [Cl:1][C:2]1[C:11]2[C:6](=[CH:7][C:8]([CH3:21])=[C:9]([S:12]([CH:15]3[CH2:20][CH2:19][O:18][CH2:17][CH2:16]3)(=[O:14])=[O:13])[CH:10]=2)[N:5]=[CH:4][CH:3]=1.[Li+].[CH3:23][Si]([N-][Si](C)(C)C)(C)C.CI.[Cl-].[NH4+], predict the reaction product. The product is: [Cl:1][C:2]1[C:11]2[C:6](=[CH:7][C:8]([CH3:21])=[C:9]([S:12]([C:15]3([CH3:23])[CH2:20][CH2:19][O:18][CH2:17][CH2:16]3)(=[O:13])=[O:14])[CH:10]=2)[N:5]=[CH:4][CH:3]=1. (2) Given the reactants [C:1]([NH:4][CH2:5][CH2:6][CH:7]1[C:15]2[C:10](=[CH:11][CH:12]=[C:13]([NH:17][C:18]([CH:20]3[CH2:22][CH2:21]3)=[O:19])[C:14]=2O)[CH2:9][CH2:8]1)(=[O:3])[CH3:2].C1(C)C=CC(S([O-])(=O)=O)=CC=1.[NH+]1C=CC=CC=1, predict the reaction product. The product is: [CH:20]1([C:18]2[O:19][C:14]3[C:15]4[CH:7]([CH2:6][CH2:5][NH:4][C:1](=[O:3])[CH3:2])[CH2:8][CH2:9][C:10]=4[CH:11]=[CH:12][C:13]=3[N:17]=2)[CH2:22][CH2:21]1. (3) Given the reactants [H-].[Na+].[CH3:3][O:4][C:5]([C:7]1[NH:8][CH:9]=[CH:10][CH:11]=1)=[O:6].[C:12]([O:16][C:17](=[O:21])[CH:18](Br)[CH3:19])([CH3:15])([CH3:14])[CH3:13].Cl, predict the reaction product. The product is: [CH3:3][O:4][C:5]([C:7]1[N:8]([CH:18]([C:17]([O:16][C:12]([CH3:15])([CH3:14])[CH3:13])=[O:21])[CH3:19])[CH:9]=[CH:10][CH:11]=1)=[O:6].